From a dataset of Catalyst prediction with 721,799 reactions and 888 catalyst types from USPTO. Predict which catalyst facilitates the given reaction. Reactant: P(Cl)(Cl)([Cl:3])=O.[CH3:6][C:7]1[C:11]2=[N:12][CH:13]=[CH:14][C:15](O)=[C:10]2[S:9][CH:8]=1. Product: [Cl:3][C:15]1[CH:14]=[CH:13][N:12]=[C:11]2[C:7]([CH3:6])=[CH:8][S:9][C:10]=12. The catalyst class is: 26.